From a dataset of Forward reaction prediction with 1.9M reactions from USPTO patents (1976-2016). Predict the product of the given reaction. (1) The product is: [CH3:14][C:15]1([CH3:29])[CH2:20][O:19][B:18]([C:2]2[CH:7]=[CH:6][C:5]([C:8]3([OH:12])[CH2:11][CH2:10][CH2:9]3)=[CH:4][C:3]=2[F:13])[O:17][CH2:16]1. Given the reactants Br[C:2]1[CH:7]=[CH:6][C:5]([C:8]2([OH:12])[CH2:11][CH2:10][CH2:9]2)=[CH:4][C:3]=1[F:13].[CH3:14][C:15]1([CH3:29])[CH2:20][O:19][B:18]([B:18]2[O:19][CH2:20][C:15]([CH3:29])([CH3:14])[CH2:16][O:17]2)[O:17][CH2:16]1.[K], predict the reaction product. (2) Given the reactants [Cl:1][C:2]1[CH:3]=[C:4]2[C:8](=[CH:9][CH:10]=1)[NH:7][N:6]=[C:5]2[CH2:11]Cl.[N-:13]=[N+:14]=[N-:15].[Na+], predict the reaction product. The product is: [N:13]([CH2:11][C:5]1[C:4]2[C:8](=[CH:9][CH:10]=[C:2]([Cl:1])[CH:3]=2)[NH:7][N:6]=1)=[N+:14]=[N-:15]. (3) The product is: [Br:1][C:2]1[CH:10]=[C:9]([C:11]([F:14])([F:12])[F:13])[CH:8]=[C:7]2[C:3]=1[CH:4]=[N:5][N:6]2[CH:16]1[CH2:17][CH2:18][CH2:19][CH2:20][O:15]1. Given the reactants [Br:1][C:2]1[CH:10]=[C:9]([C:11]([F:14])([F:13])[F:12])[CH:8]=[C:7]2[C:3]=1[CH:4]=[N:5][NH:6]2.[O:15]1[CH:20]=[CH:19][CH2:18][CH2:17][CH2:16]1, predict the reaction product. (4) Given the reactants [CH3:1][N:2]([CH3:15])[C:3]([N:5]1[CH2:9][CH:8]2[CH2:10][CH:11]([C:13]#[N:14])[CH2:12][CH:7]2[CH2:6]1)=[O:4].I[CH:17]1[CH2:21][CH2:20][CH2:19][CH2:18]1.C[Si](C)(C)[N-][Si](C)(C)C.[Li+], predict the reaction product. The product is: [CH3:1][N:2]([CH3:15])[C:3]([N:5]1[CH2:9][CH:8]2[CH2:10][C:11]([C:13]#[N:14])([CH:17]3[CH2:21][CH2:20][CH2:19][CH2:18]3)[CH2:12][CH:7]2[CH2:6]1)=[O:4]. (5) Given the reactants [C:1](#[N:5])[CH2:2][C:3]#[N:4].[H-].[Na+].[O:8]([C:15]1[CH:23]=[CH:22][C:18]([C:19](Cl)=[O:20])=[CH:17][CH:16]=1)[C:9]1[CH:14]=[CH:13][CH:12]=[CH:11][CH:10]=1.O, predict the reaction product. The product is: [OH:20][C:19]([C:18]1[CH:22]=[CH:23][C:15]([O:8][C:9]2[CH:10]=[CH:11][CH:12]=[CH:13][CH:14]=2)=[CH:16][CH:17]=1)=[C:2]([C:1]#[N:5])[C:3]#[N:4]. (6) Given the reactants [F:1][C:2]1[CH:24]=[CH:23][CH:22]=[CH:21][C:3]=1[CH2:4][N:5]1[C:9]2=[N:10][C:11]([C:14]([F:17])([F:16])[F:15])=[CH:12][CH:13]=[C:8]2[C:7]([C:18](=[NH:20])[NH2:19])=[N:6]1.O.[NH2:26]N, predict the reaction product. The product is: [F:1][C:2]1[CH:24]=[CH:23][CH:22]=[CH:21][C:3]=1[CH2:4][N:5]1[C:9]2=[N:10][C:11]([C:14]([F:16])([F:17])[F:15])=[CH:12][CH:13]=[C:8]2[C:7]([C:18](=[NH:19])[NH:20][NH2:26])=[N:6]1. (7) The product is: [CH2:1]([N:8]1[C:13]([CH3:14])=[CH:12][C:11]([C:15]([N:32]2[CH2:31][CH2:30][S:29][C:28]2=[S:27])=[O:17])=[C:10]([O:18][CH2:19][C:20]2[CH:21]=[CH:22][CH:23]=[CH:24][CH:25]=2)[C:9]1=[O:26])[C:2]1[CH:3]=[CH:4][CH:5]=[CH:6][CH:7]=1. Given the reactants [CH2:1]([N:8]1[C:13]([CH3:14])=[CH:12][C:11]([C:15]([OH:17])=O)=[C:10]([O:18][CH2:19][C:20]2[CH:25]=[CH:24][CH:23]=[CH:22][CH:21]=2)[C:9]1=[O:26])[C:2]1[CH:7]=[CH:6][CH:5]=[CH:4][CH:3]=1.[SH:27][C:28]1[S:29][CH2:30][CH2:31][N:32]=1.CN(C1C=CC=CN=1)C.C1(N=C=NC2CCCCC2)CCCCC1, predict the reaction product.